This data is from Full USPTO retrosynthesis dataset with 1.9M reactions from patents (1976-2016). The task is: Predict the reactants needed to synthesize the given product. (1) Given the product [C:1]1([NH:7][C:16](=[O:17])[C:15]#[C:14][C:8]2[CH:13]=[CH:12][CH:11]=[CH:10][CH:9]=2)[CH:6]=[CH:5][CH:4]=[CH:3][CH:2]=1, predict the reactants needed to synthesize it. The reactants are: [C:1]1([NH2:7])[CH:6]=[CH:5][CH:4]=[CH:3][CH:2]=1.[C:8]1([C:14]#[C:15][C:16](O)=[O:17])[CH:13]=[CH:12][CH:11]=[CH:10][CH:9]=1.C1(N=C=NC2CCCCC2)CCCCC1.O. (2) Given the product [CH:7]1([CH:4]([OH:5])[C:3](=[CH2:6])[CH2:1][CH3:2])[CH2:12][CH2:11][CH2:10][CH2:9][CH2:8]1, predict the reactants needed to synthesize it. The reactants are: [CH2:1]([C:3](=[CH2:6])[CH:4]=[O:5])[CH3:2].[CH:7]1([Mg]Cl)[CH2:12][CH2:11][CH2:10][CH2:9][CH2:8]1.C(OCC)C. (3) Given the product [Br:38][CH:25]([C:20]1[CH:21]=[CH:22][CH:23]=[CH:24][N:19]=1)[C:26]([O:28][CH2:29][CH3:30])=[O:27], predict the reactants needed to synthesize it. The reactants are: C(OOC(=O)C1C=CC=CC=1)(=O)C1C=CC=CC=1.[N:19]1[CH:24]=[CH:23][CH:22]=[CH:21][C:20]=1[CH2:25][C:26]([O:28][CH2:29][CH3:30])=[O:27].C1C(=O)N([Br:38])C(=O)C1. (4) Given the product [C:14]1(/[CH:13]=[CH:12]/[CH:11]=[C:38]2[CH2:39][CH2:40][N:35]([C:28]([O:30][C:31]([CH3:34])([CH3:33])[CH3:32])=[O:29])[CH2:36][CH2:37]2)[CH:15]=[CH:16][CH:17]=[CH:18][CH:19]=1, predict the reactants needed to synthesize it. The reactants are: C[Si]([N-][Si](C)(C)C)(C)C.[Li+].[CH2:11](P(=O)(OCC)OCC)[CH:12]=[CH:13][C:14]1[CH:19]=[CH:18][CH:17]=[CH:16][CH:15]=1.[C:28]([N:35]1[CH2:40][CH2:39][C:38](=O)[CH2:37][CH2:36]1)([O:30][C:31]([CH3:34])([CH3:33])[CH3:32])=[O:29]. (5) Given the product [CH3:7][N:8]([CH2:9][C:10]1[CH:15]=[CH:14][C:13]([C:16]([F:19])([F:17])[F:18])=[CH:12][CH:11]=1)[C:21]1[N:25]([CH3:26])[N:24]=[CH:23][CH:22]=1, predict the reactants needed to synthesize it. The reactants are: [H-].[Al+3].[Li+].[H-].[H-].[H-].[CH3:7][N:8]([C:21]1[N:25]([CH3:26])[N:24]=[CH:23][CH:22]=1)[C:9](=O)[C:10]1[CH:15]=[CH:14][C:13]([C:16]([F:19])([F:18])[F:17])=[CH:12][CH:11]=1.[OH-].[Na+]. (6) The reactants are: [CH2:1]([O:3][C:4]([C:6]1[CH:11]=[C:10]([Br:12])[C:9](=[O:13])[NH:8][C:7]=1[C:14]([F:17])([F:16])[F:15])=[O:5])[CH3:2].[CH2:18](O)[C:19]([F:22])([F:21])[F:20].C1(P(C2C=CC=CC=2)C2C=CC=CC=2)C=CC=CC=1.N(C(OC(C)C)=O)=NC(OC(C)C)=O. Given the product [CH2:1]([O:3][C:4](=[O:5])[C:6]1[CH:11]=[C:10]([Br:12])[C:9]([O:13][CH2:18][C:19]([F:22])([F:21])[F:20])=[N:8][C:7]=1[C:14]([F:17])([F:15])[F:16])[CH3:2], predict the reactants needed to synthesize it. (7) Given the product [C:31]([O:35][C:36]([C:38]1[CH:49]=[C:48]([O:50][C:51]2[CH:56]=[CH:55][C:54]([C:57](=[O:61])[N:58]([CH3:59])[CH3:60])=[C:53]([F:62])[CH:52]=2)[C:41]2[CH2:42][C:43]([CH2:46][O:47][CH3:1])([CH3:45])[O:44][C:40]=2[CH:39]=1)=[O:37])([CH3:32])([CH3:34])[CH3:33], predict the reactants needed to synthesize it. The reactants are: [C:1](OC(C1C=C(OC2C=CC(S(C)(=O)=O)=CC=2)C2CC(COC)OC=2C=1)=O)(C)(C)C.[C:31]([O:35][C:36]([C:38]1[CH:49]=[C:48]([O:50][C:51]2[CH:56]=[CH:55][C:54]([C:57](=[O:61])[N:58]([CH3:60])[CH3:59])=[C:53]([F:62])[CH:52]=2)[C:41]2[CH2:42][C:43]([CH2:46][OH:47])([CH3:45])[O:44][C:40]=2[CH:39]=1)=[O:37])([CH3:34])([CH3:33])[CH3:32].CI. (8) The reactants are: [Cl:1][C:2]1[CH:27]=[CH:26][C:5]([CH2:6][N:7]2[C:15]3[C:14](=[O:16])[NH:13][C:12](=[O:17])[N:11]([CH3:18])[C:10]=3[N:9]=[C:8]2[S:19]([NH:22][CH:23]([CH3:25])[CH3:24])(=[O:21])=[O:20])=[CH:4][CH:3]=1.Br[CH2:29][CH2:30][CH2:31][O:32][CH:33]1[CH2:38][CH2:37][CH2:36][CH2:35][O:34]1.C(=O)([O-])[O-].[K+].[K+]. Given the product [Cl:1][C:2]1[CH:3]=[CH:4][C:5]([CH2:6][N:7]2[C:15]3[C:14](=[O:16])[N:13]([CH2:29][CH2:30][CH2:31][O:32][CH:33]4[CH2:38][CH2:37][CH2:36][CH2:35][O:34]4)[C:12](=[O:17])[N:11]([CH3:18])[C:10]=3[N:9]=[C:8]2[S:19]([NH:22][CH:23]([CH3:24])[CH3:25])(=[O:21])=[O:20])=[CH:26][CH:27]=1, predict the reactants needed to synthesize it. (9) Given the product [Cl:1][C:2]1[CH:7]=[CH:6][C:5]([C:8]2[C:12]([CH2:13][O:14][C:24]3[CH:23]=[CH:22][C:21](/[CH:28]=[CH:29]/[C:30]([OH:32])=[O:31])=[C:20]([CH3:19])[C:25]=3[CH3:26])=[C:11]([C:15]([F:16])([F:18])[F:17])[S:10][N:9]=2)=[CH:4][CH:3]=1, predict the reactants needed to synthesize it. The reactants are: [Cl:1][C:2]1[CH:7]=[CH:6][C:5]([C:8]2[C:12]([CH2:13][OH:14])=[C:11]([C:15]([F:18])([F:17])[F:16])[S:10][N:9]=2)=[CH:4][CH:3]=1.[CH3:19][C:20]1[C:25]([CH3:26])=[C:24](O)[CH:23]=[CH:22][C:21]=1/[CH:28]=[CH:29]/[C:30]([O:32]CC)=[O:31].